Dataset: Forward reaction prediction with 1.9M reactions from USPTO patents (1976-2016). Task: Predict the product of the given reaction. (1) Given the reactants [CH2:1]([N:8]1[C:17](=[O:18])[C:16]2[C:11](=[N:12][C:13]([Cl:19])=[CH:14][N:15]=2)[N:10]=[C:9]1[CH:20]([NH:24][CH2:25][C:26]([NH:29][C:30](=O)[C:31]1[CH:36]=[CH:35][C:34]([CH3:37])=[C:33]([F:38])[CH:32]=1)([CH3:28])[CH3:27])[CH:21]([CH3:23])[CH3:22])[C:2]1[CH:7]=[CH:6][CH:5]=[CH:4][CH:3]=1, predict the reaction product. The product is: [CH2:1]([N:8]1[C:17](=[O:18])[C:16]2[C:11](=[N:12][C:13]([Cl:19])=[CH:14][N:15]=2)[N:10]=[C:9]1[CH:20]([N:24]1[CH2:25][C:26]([CH3:27])([CH3:28])[N:29]=[C:30]1[C:31]1[CH:36]=[CH:35][C:34]([CH3:37])=[C:33]([F:38])[CH:32]=1)[CH:21]([CH3:23])[CH3:22])[C:2]1[CH:7]=[CH:6][CH:5]=[CH:4][CH:3]=1. (2) The product is: [Cl:14][C:7]1[N:6]=[C:5]([CH2:4][C:3]([OH:15])=[O:2])[C:10]([C:11]#[N:12])=[CH:9][C:8]=1[F:13]. Given the reactants C[O:2][C:3](=[O:15])[CH2:4][C:5]1[C:10]([C:11]#[N:12])=[CH:9][C:8]([F:13])=[C:7]([Cl:14])[N:6]=1.Cl, predict the reaction product. (3) The product is: [Cl:1][C:2]1[CH:12]=[CH:11][C:5]([N:6]([CH2:7][CH:8]([CH3:9])[CH3:10])[S:27]([C:24]2[CH:23]=[CH:22][C:21]([O:20][CH2:19][C:18]3[C:14]([CH3:13])=[N:15][O:16][C:17]=3[CH3:31])=[CH:26][CH:25]=2)(=[O:28])=[O:29])=[CH:4][CH:3]=1. Given the reactants [Cl:1][C:2]1[CH:12]=[CH:11][C:5]([NH:6][CH2:7][CH:8]([CH3:10])[CH3:9])=[CH:4][CH:3]=1.[CH3:13][C:14]1[C:18]([CH2:19][O:20][C:21]2[CH:26]=[CH:25][C:24]([S:27](Cl)(=[O:29])=[O:28])=[CH:23][CH:22]=2)=[C:17]([CH3:31])[O:16][N:15]=1, predict the reaction product. (4) Given the reactants [O:1]=[CH:2][C@@H:3]([C@H:5]([C@H:7]([C@@H:9]([CH3:11])[OH:10])[OH:8])[OH:6])[OH:4], predict the reaction product. The product is: [CH2:2]([OH:1])[C@@H:3]([C@H:5]([C@H:7]([C@@H:9]([CH3:11])[OH:10])[OH:8])[OH:6])[OH:4]. (5) The product is: [F:18][C:19]1[CH:26]=[CH:25][C:24]([C:27]2([CH3:32])[O:28][CH2:29][CH2:30][O:31]2)=[CH:23][C:20]=1[CH:21]([C:6]1[N:2]([CH3:1])[N:3]=[C:4]([C:7]2[CH:8]=[CH:9][CH:10]=[CH:11][CH:12]=2)[N:5]=1)[OH:22]. Given the reactants [CH3:1][N:2]1[CH:6]=[N:5][C:4]([C:7]2[CH:12]=[CH:11][CH:10]=[CH:9][CH:8]=2)=[N:3]1.C([Li])CCC.[F:18][C:19]1[CH:26]=[CH:25][C:24]([C:27]2([CH3:32])[O:31][CH2:30][CH2:29][O:28]2)=[CH:23][C:20]=1[CH:21]=[O:22], predict the reaction product. (6) The product is: [CH3:1][C:2]([CH3:11])([CH3:10])[C:3](=[O:9])[CH2:4][C:5]([O:7][CH2:8][C:13]1[CH:18]=[CH:17][CH:16]=[CH:15][CH:14]=1)=[O:6]. Given the reactants [CH3:1][C:2]([CH3:11])([CH3:10])[C:3](=[O:9])[CH2:4][C:5]([O:7][CH3:8])=[O:6].C(O)[C:13]1[CH:18]=[CH:17][CH:16]=[CH:15][CH:14]=1.Cl([O-])(=O)(=O)=O.[Li+], predict the reaction product. (7) Given the reactants [CH3:1][CH:2]([CH3:34])[C@@H:3]([N:11]1[C:20](=[O:21])[C:19]2=[CH:22][N:23](S(C3C=CC(C)=CC=3)(=O)=O)[C:17]3[C:18]2=[C:13]([CH:14]=[CH:15][N:16]=3)[CH2:12]1)[C:4]([O:6]C(C)(C)C)=[O:5].CO.[OH-].[Na+], predict the reaction product. The product is: [CH3:1][CH:2]([CH3:34])[C@@H:3]([N:11]1[C:20](=[O:21])[C:19]2=[CH:22][NH:23][C:17]3[C:18]2=[C:13]([CH:14]=[CH:15][N:16]=3)[CH2:12]1)[C:4]([OH:6])=[O:5]. (8) Given the reactants [C:1]([O:5][C:6]([NH:8][CH:9]([CH2:16][S:17][C:18]1[CH:23]=[CH:22][CH:21]=[CH:20][CH:19]=1)/[CH:10]=[CH:11]/[C:12]([O:14][CH3:15])=[O:13])=[O:7])([CH3:4])([CH3:3])[CH3:2], predict the reaction product. The product is: [C:1]([O:5][C:6]([NH:8][CH:9]([CH2:16][S:17][C:18]1[CH:19]=[CH:20][CH:21]=[CH:22][CH:23]=1)[CH2:10][CH2:11][C:12]([O:14][CH3:15])=[O:13])=[O:7])([CH3:4])([CH3:2])[CH3:3]. (9) The product is: [CH2:11]([O:18][C:19]1[CH:34]=[CH:33][C:22]([O:23][CH:24]([CH2:29][OH:30])[CH2:25][OH:26])=[CH:21][CH:20]=1)[C:12]1[CH:13]=[CH:14][CH:15]=[CH:16][CH:17]=1. Given the reactants [H-].C([Al+]CC(C)C)C(C)C.[CH2:11]([O:18][C:19]1[CH:34]=[CH:33][C:22]([O:23][CH:24]([C:29](OC)=[O:30])[C:25](OC)=[O:26])=[CH:21][CH:20]=1)[C:12]1[CH:17]=[CH:16][CH:15]=[CH:14][CH:13]=1.Cl, predict the reaction product. (10) Given the reactants CC(O)=O.[CH3:5][C:6]1([CH:10]=O)[CH2:9][O:8][CH2:7]1.[NH2:12][C@@H:13]([C:19]1[CH:24]=[CH:23][C:22]([C:25]#[N:26])=[CH:21][CH:20]=1)[CH2:14][C:15]([O:17][CH3:18])=[O:16].C([BH3-])#N.[Na+], predict the reaction product. The product is: [CH3:18][O:17][C:15](=[O:16])[CH2:14][C@H:13]([C:19]1[CH:20]=[CH:21][C:22]([C:25]#[N:26])=[CH:23][CH:24]=1)[NH:12][CH2:10][C:6]1([CH3:5])[CH2:7][O:8][CH2:9]1.